This data is from PAMPA (Parallel Artificial Membrane Permeability Assay) permeability data from NCATS. The task is: Regression/Classification. Given a drug SMILES string, predict its absorption, distribution, metabolism, or excretion properties. Task type varies by dataset: regression for continuous measurements (e.g., permeability, clearance, half-life) or binary classification for categorical outcomes (e.g., BBB penetration, CYP inhibition). Dataset: pampa_ncats. (1) The drug is CCS(=O)(=O)N1CC(C1)(CC#N)N2C=C(C=N2)C3=C4C=CNC4=NC=N3. The result is 1 (high permeability). (2) The compound is C1=CC(=CN=C1)NCC2=C3C=CC=NC3=C(C=C2)O. The result is 1 (high permeability). (3) The result is 1 (high permeability). The molecule is C1=CC=C(C(=C1)C(=O)NC2=CC=C(C=C2)C3=NC4=C(O3)C=CC(=C4)NC(=O)C5=CC=CC=C5Cl)Cl. (4) The molecule is CC1=CC(=CC=C1)CN2C(=C(C(=N2)SC)S(=O)(=O)C3=CC=CC=C3)N. The result is 1 (high permeability).